Dataset: Full USPTO retrosynthesis dataset with 1.9M reactions from patents (1976-2016). Task: Predict the reactants needed to synthesize the given product. Given the product [Cl-:1].[CH:16]1([C@@:8]([OH:9])([C:10]2[CH:15]=[CH:14][CH:13]=[CH:12][CH:11]=2)[C:5]2[CH:4]=[C:3]([CH2:2][N+:29]34[CH2:30][CH2:31][CH:32]([CH2:33][CH2:34]3)[C@@H:27]([O:26][C:25]3[CH:35]=[CH:36][CH:37]=[C:23]([F:22])[CH:24]=3)[CH2:28]4)[O:7][N:6]=2)[CH2:21][CH2:20][CH2:19][CH2:18][CH2:17]1, predict the reactants needed to synthesize it. The reactants are: [Cl:1][CH2:2][C:3]1[O:7][N:6]=[C:5]([C@@:8]([CH:16]2[CH2:21][CH2:20][CH2:19][CH2:18][CH2:17]2)([C:10]2[CH:15]=[CH:14][CH:13]=[CH:12][CH:11]=2)[OH:9])[CH:4]=1.[F:22][C:23]1[CH:24]=[C:25]([CH:35]=[CH:36][CH:37]=1)[O:26][C@@H:27]1[CH:32]2[CH2:33][CH2:34][N:29]([CH2:30][CH2:31]2)[CH2:28]1.